From a dataset of Reaction yield outcomes from USPTO patents with 853,638 reactions. Predict the reaction yield, written as a fraction of the theoretical maximum amount of product (1.0 means a 100% yield; for example, 0.34 means a 34% yield). The reactants are [CH:1]1[C:10]2[C:5](=[CH:6][CH:7]=[CH:8][CH:9]=2)[CH:4]=[CH:3][C:2]=1[CH2:11][C@H:12]([C:14]([OH:16])=[O:15])[NH2:13].[CH3:17][C:18]([O:21][C:22](O[C:22]([O:21][C:18]([CH3:20])([CH3:19])[CH3:17])=[O:23])=[O:23])([CH3:20])[CH3:19].C(N(CC)CC)C. The catalyst is O.CC(C)=O. The product is [C:22]([NH:13][C@@H:12]([C:14]([OH:16])=[O:15])[CH2:11][C:2]1[CH:3]=[CH:4][C:5]2[C:10](=[CH:9][CH:8]=[CH:7][CH:6]=2)[CH:1]=1)([O:21][C:18]([CH3:20])([CH3:19])[CH3:17])=[O:23]. The yield is 0.851.